Dataset: Catalyst prediction with 721,799 reactions and 888 catalyst types from USPTO. Task: Predict which catalyst facilitates the given reaction. (1) The catalyst class is: 20. Reactant: [CH2:1]([C@@:4]1([CH3:32])[CH2:9][C@H:8]([C:10]2[CH:15]=[CH:14][CH:13]=[C:12]([Cl:16])[CH:11]=2)[C@@H:7]([C:17]2[CH:22]=[CH:21][C:20]([Cl:23])=[CH:19][CH:18]=2)[N:6]([CH:24]([CH2:29][CH3:30])[C:25]([O:27]C)=[O:26])[C:5]1=[O:31])[CH:2]=[CH2:3].[OH-].[Na+]. Product: [CH2:1]([C@@:4]1([CH3:32])[CH2:9][C@H:8]([C:10]2[CH:15]=[CH:14][CH:13]=[C:12]([Cl:16])[CH:11]=2)[C@@H:7]([C:17]2[CH:18]=[CH:19][C:20]([Cl:23])=[CH:21][CH:22]=2)[N:6]([CH:24]([CH2:29][CH3:30])[C:25]([OH:27])=[O:26])[C:5]1=[O:31])[CH:2]=[CH2:3]. (2) Reactant: C[O:2][C:3]([C:5]1[CH:10]=[N:9][C:8]([N:11]2[CH2:15][CH2:14][CH2:13][CH2:12]2)=[C:7]([C:16]2[CH:21]=[CH:20][CH:19]=[CH:18][C:17]=2[Cl:22])[N:6]=1)=[O:4].[OH-].[Li+]. Product: [Cl:22][C:17]1[CH:18]=[CH:19][CH:20]=[CH:21][C:16]=1[C:7]1[N:6]=[C:5]([C:3]([OH:4])=[O:2])[CH:10]=[N:9][C:8]=1[N:11]1[CH2:12][CH2:13][CH2:14][CH2:15]1. The catalyst class is: 670. (3) The catalyst class is: 5. Product: [S:1]1[C:5]([C:6]2[C:15]([N:16]3[CH2:21][CH2:20][CH2:19][CH2:18][CH2:17]3)=[N:14][C:13]3[C:8](=[CH:9][CH:10]=[C:11]([C:22]([OH:24])=[O:23])[CH:12]=3)[N:7]=2)=[CH:4][C:3]2[CH:26]=[CH:27][CH:28]=[CH:29][C:2]1=2. Reactant: [S:1]1[C:5]([C:6]2[C:15]([N:16]3[CH2:21][CH2:20][CH2:19][CH2:18][CH2:17]3)=[N:14][C:13]3[C:8](=[CH:9][CH:10]=[C:11]([C:22]([O:24]C)=[O:23])[CH:12]=3)[N:7]=2)=[CH:4][C:3]2[CH:26]=[CH:27][CH:28]=[CH:29][C:2]1=2.[OH-].[Na+].O. (4) Reactant: N1([O:10][C:11]2[C:20]3[C:15](=[CH:16][CH:17]=[CH:18][CH:19]=3)[N:14]=[CH:13][N:12]=2)C2C=CC=CC=2N=N1.[C:21]1(B(O)O)[CH:26]=[CH:25][CH:24]=[CH:23][CH:22]=1.C([O-])([O-])=O.[Cs+].[Cs+]. Product: [O:10]([C:11]1[C:20]2[C:15](=[CH:16][CH:17]=[CH:18][CH:19]=2)[N:14]=[CH:13][N:12]=1)[C:21]1[CH:26]=[CH:25][CH:24]=[CH:23][CH:22]=1. The catalyst class is: 104. (5) Reactant: [Br-].[Cl:2][C:3]1[CH:12]=[CH:11][CH:10]=[C:9]2[C:4]=1[CH:5]=[CH:6][CH:7]=[N+:8]2[CH2:13][C:14]([C:16]1[CH:21]=[CH:20][CH:19]=[CH:18][CH:17]=1)=[O:15].BrCC(C1C=CC=CC=1)=O.ClC1C=C2C(=CC=1)[N:39]=[CH:38][CH:37]=[CH:36]2. Product: [C:14]([C:13]1[N:8]2[C:9]3[C:4]([CH:5]=[CH:6][C:7]2=[C:37]([C:38]#[N:39])[CH:36]=1)=[C:3]([Cl:2])[CH:12]=[CH:11][CH:10]=3)(=[O:15])[C:16]1[CH:21]=[CH:20][CH:19]=[CH:18][CH:17]=1. The catalyst class is: 10. (6) Reactant: [CH3:1][Mg]Br.[CH3:4][C:5]([C@@H:9]1[CH2:14][CH2:13][O:12][C:11]([CH3:16])([CH3:15])[O:10]1)([CH3:8])[CH:6]=[O:7]. Product: [CH3:8][C:5]([C@@H:9]1[CH2:14][CH2:13][O:12][C:11]([CH3:16])([CH3:15])[O:10]1)([CH:6]([OH:7])[CH3:1])[CH3:4]. The catalyst class is: 27.